This data is from Peptide-MHC class II binding affinity with 134,281 pairs from IEDB. The task is: Regression. Given a peptide amino acid sequence and an MHC pseudo amino acid sequence, predict their binding affinity value. This is MHC class II binding data. (1) The peptide sequence is YLVCGERGFFYTPKT. The MHC is DRB1_0405 with pseudo-sequence DRB1_0405. The binding affinity (normalized) is 0.391. (2) The peptide sequence is SQDLGLSWNLNGLQAY. The MHC is HLA-DQA10301-DQB10302 with pseudo-sequence HLA-DQA10301-DQB10302. The binding affinity (normalized) is 0.128. (3) The peptide sequence is KFTVFEAAFNKAIKE. The MHC is DRB1_1001 with pseudo-sequence DRB1_1001. The binding affinity (normalized) is 0.843. (4) The peptide sequence is YDMFLANVSTVLTGK. The MHC is DRB1_0701 with pseudo-sequence DRB1_0701. The binding affinity (normalized) is 0.644. (5) The binding affinity (normalized) is 0.336. The MHC is DRB5_0101 with pseudo-sequence DRB5_0101. The peptide sequence is YGFVANFSMELPSFG. (6) The peptide sequence is FKVQFLFSSMIDPLI. The MHC is DRB1_0401 with pseudo-sequence DRB1_0401. The binding affinity (normalized) is 0.699. (7) The peptide sequence is MVGTILEMLGTRLDQ. The MHC is HLA-DQA10104-DQB10503 with pseudo-sequence HLA-DQA10104-DQB10503. The binding affinity (normalized) is 0.0919. (8) The peptide sequence is LVVGIYDEPMTPGQC. The MHC is HLA-DQA10101-DQB10501 with pseudo-sequence HLA-DQA10101-DQB10501. The binding affinity (normalized) is 0.730.